The task is: Predict the reactants needed to synthesize the given product.. This data is from Full USPTO retrosynthesis dataset with 1.9M reactions from patents (1976-2016). (1) Given the product [CH2:3]([CH:2]1[C:1](=[O:17])[C:18]2[CH:23]=[CH:22][CH:21]=[CH:20][C:19]=2[C:24]2[CH:29]=[CH:28][CH:27]=[CH:26][C:25]=2[C:30]1=[O:32])[CH2:4][CH2:5][CH2:6][CH2:7][CH2:8][CH2:9][CH2:10][CH2:11][CH2:12][CH2:13][CH2:14][CH2:15][CH3:16], predict the reactants needed to synthesize it. The reactants are: [C:1]([C:18]1[CH:23]=[CH:22][CH:21]=[CH:20][C:19]=1[C:24]1[C:25]([C:30]([O:32]C)=O)=[CH:26][CH:27]=[CH:28][CH:29]=1)(=[O:17])[CH2:2][CH2:3][CH2:4][CH2:5][CH2:6][CH2:7][CH2:8][CH2:9][CH2:10][CH2:11][CH2:12][CH2:13][CH2:14][CH2:15][CH3:16].[H-].[Na+]. (2) Given the product [CH2:17]([C@H:19]1[C@@H:23]([C:24]2[N:28]3[C:29]4[CH:35]=[CH:34][N:33]([S:36]([C:39]5[CH:40]=[CH:41][C:42]([CH3:43])=[CH:44][CH:45]=5)(=[O:37])=[O:38])[C:30]=4[N:31]=[CH:32][C:27]3=[N:26][N:25]=2)[CH2:22]/[C:21](=[CH:11]/[C:12]([O:14][CH2:15][CH3:16])=[O:13])/[CH2:20]1)[CH3:18], predict the reactants needed to synthesize it. The reactants are: [H-].[Na+].C(OP([CH2:11][C:12]([O:14][CH2:15][CH3:16])=[O:13])(OCC)=O)C.[CH2:17]([C@H:19]1[C@@H:23]([C:24]2[N:28]3[C:29]4[CH:35]=[CH:34][N:33]([S:36]([C:39]5[CH:45]=[CH:44][C:42]([CH3:43])=[CH:41][CH:40]=5)(=[O:38])=[O:37])[C:30]=4[N:31]=[CH:32][C:27]3=[N:26][N:25]=2)[CH2:22][C:21](=O)[CH2:20]1)[CH3:18].C([O-])(O)=O.[Na+]. (3) The reactants are: [Br:1][C:2]1[CH:7]=[CH:6][C:5]([CH2:8][O:9][Si:10]([C:13]([CH3:16])([CH3:15])[CH3:14])([CH3:12])[CH3:11])=[C:4](F)[CH:3]=1.[Li]CCCC.CCCCCC.CN([CH:32]=[O:33])C. Given the product [Br:1][C:2]1[CH:7]=[CH:6][C:5]([CH2:8][O:9][Si:10]([C:13]([CH3:16])([CH3:15])[CH3:14])([CH3:12])[CH3:11])=[C:4]([CH2:32][OH:33])[CH:3]=1, predict the reactants needed to synthesize it. (4) Given the product [Si:41]([O:1][CH2:2][C@@H:3]([NH:18][C:19](=[O:25])[O:20][C:21]([CH3:24])([CH3:23])[CH3:22])[C@H:4]([C:8]1[CH:13]=[CH:12][C:11]([C:14]([F:17])([F:16])[F:15])=[CH:10][CH:9]=1)/[CH:5]=[CH:6]/[CH3:7])([C:44]([CH3:47])([CH3:46])[CH3:45])([CH3:43])[CH3:42], predict the reactants needed to synthesize it. The reactants are: [OH:1][CH2:2][C@@H:3]([NH:18][C:19](=[O:25])[O:20][C:21]([CH3:24])([CH3:23])[CH3:22])[C@H:4]([C:8]1[CH:13]=[CH:12][C:11]([C:14]([F:17])([F:16])[F:15])=[CH:10][CH:9]=1)/[CH:5]=[CH:6]/[CH3:7].CCN(C(C)C)C(C)C.FC(F)(F)S(O[Si:41]([C:44]([CH3:47])([CH3:46])[CH3:45])([CH3:43])[CH3:42])(=O)=O. (5) Given the product [CH:15]([CH:10]1[C:11](=[O:14])[CH2:12][CH2:13][N:8]([CH2:7][C:6]2[CH:28]=[C:2]([NH:1][S:39]([CH2:37][CH3:38])(=[O:41])=[O:40])[CH:3]=[CH:4][C:5]=2[O:29][CH3:30])[CH2:9]1)([C:22]1[CH:27]=[CH:26][CH:25]=[CH:24][CH:23]=1)[C:16]1[CH:21]=[CH:20][CH:19]=[CH:18][CH:17]=1, predict the reactants needed to synthesize it. The reactants are: [NH2:1][C:2]1[CH:3]=[CH:4][C:5]([O:29][CH3:30])=[C:6]([CH:28]=1)[CH2:7][N:8]1[CH2:13][CH2:12][C:11](=[O:14])[CH:10]([CH:15]([C:22]2[CH:27]=[CH:26][CH:25]=[CH:24][CH:23]=2)[C:16]2[CH:21]=[CH:20][CH:19]=[CH:18][CH:17]=2)[CH2:9]1.N1C=CC=CC=1.[CH2:37]([S:39](Cl)(=[O:41])=[O:40])[CH3:38]. (6) Given the product [Cl:1][C:2]1[CH:3]=[CH:4][C:5]([C:6]([NH:8][CH:9]([CH2:13][C:14]2[C:23]3[C:18](=[CH:19][CH:20]=[CH:21][CH:22]=3)[NH:17][C:16](=[O:24])[CH:15]=2)[C:10]([S:11][CH2:29][CH2:30][N:31]2[CH2:36][CH2:35][CH2:34][CH2:33][CH2:32]2)=[O:12])=[O:7])=[CH:25][CH:26]=1, predict the reactants needed to synthesize it. The reactants are: [Cl:1][C:2]1[CH:26]=[CH:25][C:5]([C:6]([NH:8][CH:9]([CH2:13][C:14]2[C:23]3[C:18](=[CH:19][CH:20]=[CH:21][CH:22]=3)[NH:17][C:16](=[O:24])[CH:15]=2)[C:10]([OH:12])=[S:11])=[O:7])=[CH:4][CH:3]=1.Cl.Cl[CH2:29][CH2:30][N:31]1[CH2:36][CH2:35][CH2:34][CH2:33][CH2:32]1.